Predict the product of the given reaction. From a dataset of Forward reaction prediction with 1.9M reactions from USPTO patents (1976-2016). (1) Given the reactants Cl[C:2]1[C:7]([C:8]([C:10]2[CH:15]=[CH:14][CH:13]=[CH:12][CH:11]=2)=O)=[C:6]([NH:16][C:17]2[CH:22]=[CH:21][CH:20]=[CH:19][C:18]=2[S:23]([CH:26]([CH3:28])[CH3:27])(=[O:25])=[O:24])[N:5]=[C:4]([NH:29][C:30]2[CH:35]=[C:34]([CH3:36])[C:33]([CH:37]3[CH2:42][CH2:41][N:40]([CH2:43][CH2:44][O:45][CH3:46])[CH2:39][CH2:38]3)=[CH:32][C:31]=2[O:47][CH:48]([CH3:50])[CH3:49])[N:3]=1.[NH2:51][NH2:52], predict the reaction product. The product is: [CH:48]([O:47][C:31]1[CH:32]=[C:33]([CH:37]2[CH2:42][CH2:41][N:40]([CH2:43][CH2:44][O:45][CH3:46])[CH2:39][CH2:38]2)[C:34]([CH3:36])=[CH:35][C:30]=1[NH:29][C:4]1[N:3]=[C:2]2[NH:51][N:52]=[C:8]([C:10]3[CH:11]=[CH:12][CH:13]=[CH:14][CH:15]=3)[C:7]2=[C:6]([NH:16][C:17]2[CH:22]=[CH:21][CH:20]=[CH:19][C:18]=2[S:23]([CH:26]([CH3:28])[CH3:27])(=[O:24])=[O:25])[N:5]=1)([CH3:50])[CH3:49]. (2) Given the reactants Cl[C:2](Cl)([O:4]C(=O)OC(Cl)(Cl)Cl)Cl.[NH2:13][C:14]1[C:19]2[NH:20][C:21]([C:28]3[CH:33]=[CH:32][CH:31]=[CH:30][N:29]=3)([C:24]([NH:26][CH3:27])=[O:25])[CH2:22][O:23][C:18]=2[CH:17]=[CH:16][CH:15]=1.C(N(CC)C(C)C)(C)C, predict the reaction product. The product is: [CH3:27][NH:26][C:24]([C:21]1([C:28]2[CH:33]=[CH:32][CH:31]=[CH:30][N:29]=2)[N:20]2[C:2](=[O:4])[NH:13][C:14]3=[CH:15][CH:16]=[CH:17][C:18](=[C:19]23)[O:23][CH2:22]1)=[O:25].